Dataset: Forward reaction prediction with 1.9M reactions from USPTO patents (1976-2016). Task: Predict the product of the given reaction. (1) The product is: [NH:21]1[C:22]2[CH:27]=[CH:26][CH:25]=[CH:24][C:23]=2[N:28]=[C:8]1[C:7]1[C:6]([NH2:11])=[N:5][CH:4]=[CH:3][CH:2]=1. Given the reactants [NH2:11][C:2]1[C:7]([C:8](O)=O)=[CH:6][N:5]=[CH:4][CH:3]=1.[NH2:11][C:2]1[CH:3]=[CH:4][N:5]=[CH:6][C:7]=1[C:8](O)=O.[NH2:21][C:22]1[CH:27]=[CH:26][CH:25]=[CH:24][C:23]=1[NH2:28], predict the reaction product. (2) Given the reactants [NH2:1][C:2]1[S:3][CH:4]=[C:5]([C:10]2[CH:15]=[CH:14][C:13]([NH2:16])=[CH:12][CH:11]=2)[C:6]=1[C:7]([NH2:9])=[O:8].[C:17]1([N:23]=[C:24]=[O:25])[CH:22]=[CH:21][CH:20]=[CH:19][CH:18]=1, predict the reaction product. The product is: [NH2:1][C:2]1[S:3][CH:4]=[C:5]([C:10]2[CH:15]=[CH:14][C:13]([NH:16][C:24]([NH:23][C:17]3[CH:22]=[CH:21][CH:20]=[CH:19][CH:18]=3)=[O:25])=[CH:12][CH:11]=2)[C:6]=1[C:7]([NH2:9])=[O:8]. (3) The product is: [F:1][C:2]1[CH:3]=[C:4]2[C:8](=[CH:9][CH:10]=1)[NH:7][C:6](=[O:11])[C:5]2=[C:30]1[C:31]2[C:36](=[CH:35][C:34]([CH2:37][CH2:38][CH2:39][OH:40])=[CH:33][CH:32]=2)[C:28]([CH3:48])([CH3:27])[O:29]1. Given the reactants [F:1][C:2]1[CH:3]=[C:4]2[C:8](=[CH:9][CH:10]=1)[NH:7][C:6](=[O:11])[CH2:5]2.[Li+].C[Si]([N-][Si](C)(C)C)(C)C.C1COCC1.[CH3:27][C:28]1([CH3:48])[C:36]2[C:31](=[CH:32][CH:33]=[C:34]([C:37]#[C:38][CH2:39][O:40]C3CCCCO3)[CH:35]=2)[C:30](=O)[O:29]1, predict the reaction product. (4) Given the reactants [F:1][C:2]1[CH:30]=[CH:29][C:5]([CH2:6][N:7]2[C:12](=[O:13])[C:11]([CH2:14]OS(C)(=O)=O)=[CH:10][C:9]([C:20]3[CH:25]=[CH:24][C:23]([O:26][CH3:27])=[C:22]([F:28])[CH:21]=3)=[N:8]2)=[CH:4][CH:3]=1.[CH3:31][NH:32][CH3:33], predict the reaction product. The product is: [CH3:31][N:32]([CH2:14][C:11]1[C:12](=[O:13])[N:7]([CH2:6][C:5]2[CH:29]=[CH:30][C:2]([F:1])=[CH:3][CH:4]=2)[N:8]=[C:9]([C:20]2[CH:25]=[CH:24][C:23]([O:26][CH3:27])=[C:22]([F:28])[CH:21]=2)[CH:10]=1)[CH3:33]. (5) Given the reactants [C:1]([C:4]1[CH:11]=[CH:10][CH:9]=[CH:8][C:5]=1[CH:6]=[O:7])(O)=O.[C:12](=O)([O-:14])[O-:13].[K+].[K+].CI, predict the reaction product. The product is: [C:12]([CH2:1][C:4]1[CH:11]=[CH:10][CH:9]=[CH:8][C:5]=1[CH:6]=[O:7])([OH:14])=[O:13]. (6) The product is: [CH3:1][O:2][C:3]1[N:8]=[CH:7][C:6]([C:9]2[N:17]3[C:12]([CH:13]=[N:14][C:15]([NH:40][C:41]4[CH:42]=[N:43][CH:44]=[C:45]([CH:49]=4)[C:46]([NH2:48])=[O:47])=[N:16]3)=[CH:11][CH:10]=2)=[CH:5][CH:4]=1. Given the reactants [CH3:1][O:2][C:3]1[N:8]=[CH:7][C:6]([C:9]2[N:17]3[C:12]([CH:13]=[N:14][C:15](O)=[N:16]3)=[CH:11][CH:10]=2)=[CH:5][CH:4]=1.C1C=CC(N(S(C(F)(F)F)(=O)=O)S(C(F)(F)F)(=O)=O)=CC=1.[NH2:40][C:41]1[CH:42]=[N:43][CH:44]=[C:45]([CH:49]=1)[C:46]([NH2:48])=[O:47], predict the reaction product. (7) Given the reactants C(O)(C(F)(F)F)=O.[OH:8][CH2:9][C:10]1[CH:15]=[CH:14][C:13]([O:16][C:17](=[O:26])[N:18]([CH3:25])[C:19]2[CH:24]=[CH:23][CH:22]=[CH:21][CH:20]=2)=[CH:12][CH:11]=1.Cl.O[N:29]1[CH:33]=[CH:32][N:31]=[CH:30]1, predict the reaction product. The product is: [N:29]1([O:8][CH2:9][C:10]2[CH:11]=[CH:12][C:13]([O:16][C:17](=[O:26])[N:18]([CH3:25])[C:19]3[CH:20]=[CH:21][CH:22]=[CH:23][CH:24]=3)=[CH:14][CH:15]=2)[CH:33]=[CH:32][N:31]=[CH:30]1.